This data is from Aqueous solubility values for 9,982 compounds from the AqSolDB database. The task is: Regression/Classification. Given a drug SMILES string, predict its absorption, distribution, metabolism, or excretion properties. Task type varies by dataset: regression for continuous measurements (e.g., permeability, clearance, half-life) or binary classification for categorical outcomes (e.g., BBB penetration, CYP inhibition). For this dataset (solubility_aqsoldb), we predict Y. (1) The compound is [I-].[NH4+]. The Y is 1.09 log mol/L. (2) The molecule is COc1cccc(Cl)c1Cl. The Y is -3.31 log mol/L. (3) The drug is C[C@@H](C[C@@H](C)C(=O)[O-])C(=O)[O-]. The Y is -0.456 log mol/L. (4) The Y is -2.25 log mol/L. The drug is Cc1cc(C)c(C)c(O)c1.